Predict the reactants needed to synthesize the given product. From a dataset of Full USPTO retrosynthesis dataset with 1.9M reactions from patents (1976-2016). (1) Given the product [N:3]1([C:10]([OH:12])=[O:11])[CH:4]([C:7]([OH:9])=[O:8])[CH2:5][CH:6]=[CH:2]1, predict the reactants needed to synthesize it. The reactants are: O=[C:2]1[CH2:6][CH2:5][C@@H:4]([C:7]([OH:9])=[O:8])[N:3]1[C:10]([OH:12])=[O:11].[Li+].[B-](CC)(CC)CC.C(N(C(C)C)C(C)C)C.CN(C1C=CC=CN=1)C.FC(F)(F)C(OC(=O)C(F)(F)F)=O. (2) Given the product [NH:25]1[C:26]2[C:22](=[CH:21][C:20]([NH:19][C:17]3[N:16]=[CH:15][C:5]4[N:6]([C:9]5[CH:10]=[CH:11][CH:12]=[CH:13][CH:14]=5)[C:7](=[O:8])[CH:2]([CH3:1])[N:3]([CH2:35][CH2:36][CH:37]([CH3:38])[CH3:39])[C:4]=4[CH:18]=3)=[CH:28][CH:27]=2)[CH:23]=[N:24]1, predict the reactants needed to synthesize it. The reactants are: [CH3:1][CH:2]1[C:7](=[O:8])[N:6]([C:9]2[CH:14]=[CH:13][CH:12]=[CH:11][CH:10]=2)[C:5]2[CH:15]=[N:16][C:17]([NH:19][C:20]3[CH:21]=[C:22]4[C:26](=[CH:27][CH:28]=3)[N:25](C3CCCCO3)[N:24]=[CH:23]4)=[CH:18][C:4]=2[N:3]1[CH2:35][CH2:36][CH:37]([CH3:39])[CH3:38].Cl.ClCCl. (3) Given the product [NH:63]1[C:60]2[CH:61]=[CH:62][C:57]([N:23]3[CH:12]([C:11]4[CH:14]=[CH:15][C:8]([O:7][CH:1]5[CH2:6][CH2:5][CH2:4][CH2:3][CH2:2]5)=[CH:9][CH:10]=4)[CH2:38][O:37][C:35]3=[O:36])=[CH:58][C:59]=2[N:64]=[CH:48]1, predict the reactants needed to synthesize it. The reactants are: [CH:1]1([O:7][C:8]2[CH:15]=[CH:14][C:11]([CH:12]=O)=[CH:10][CH:9]=2)[CH2:6][CH2:5][CH2:4][CH2:3][CH2:2]1.[C-]#N.[K+].C(=O)([O-])[O-].[NH4+:23].[NH4+].[OH-].[Na+].[C:35](O[C:35]([O:37][C:38](C)(C)C)=[O:36])([O:37][C:38](C)(C)C)=[O:36].C(=O)([O-])[O-].[K+].[K+].[CH3:48]I.[BH4-].[Na+].S(Cl)(Cl)=O.Br[C:57]1[CH:62]=[CH:61][C:60]([NH2:63])=[C:59]([NH2:64])[CH:58]=1.[F-].[Cs+]. (4) Given the product [CH3:1][O:2][C:3]1[C:4]([N+:11]([O-:13])=[O:12])=[C:5]([CH:8]=[CH:9][CH:10]=1)[CH2:6][N:29]([CH2:30][C:31]([O:33][CH2:34][CH3:35])=[O:32])[C:36](=[O:39])[C:27]1[CH:26]=[CH:9][C:10]([Cl:28])=[CH:3][CH:4]=1, predict the reactants needed to synthesize it. The reactants are: [CH3:1][O:2][C:3]1[C:4]([N+:11]([O-:13])=[O:12])=[C:5]([CH:8]=[CH:9][CH:10]=1)[CH:6]=O.[BH4-].[Na+].CS(Cl)(=O)=O.C(N([CH2:26][CH3:27])CC)C.[ClH:28].[NH2:29][CH2:30][C:31]([O:33][CH2:34][CH3:35])=[O:32].[C:36](=[O:39])([O-])O.[Na+].[Cl-]. (5) Given the product [F:35][C:36]1[CH:41]=[CH:40][CH:39]=[C:38]([F:42])[C:37]=1[NH:43][C:22]1[CH:21]=[C:20]([C:18]2[N:19]=[C:14]([N:11]3[CH2:12][CH2:13][NH:8][C@@H:9]([CH2:33][OH:34])[CH2:10]3)[C:15]3[C:30]([O:31][CH3:32])=[CH:29][N:28]=[CH:27][C:16]=3[N:17]=2)[CH:25]=[CH:24][N:23]=1, predict the reactants needed to synthesize it. The reactants are: C(OC([N:8]1[CH2:13][CH2:12][N:11]([C:14]2[C:15]3[C:30]([O:31][CH3:32])=[CH:29][N:28]=[CH:27][C:16]=3[N:17]=[C:18]([C:20]3[CH:25]=[CH:24][N:23]=[C:22](Cl)[CH:21]=3)[N:19]=2)[CH2:10][C@@H:9]1[CH2:33][OH:34])=O)(C)(C)C.[F:35][C:36]1[CH:41]=[CH:40][CH:39]=[C:38]([F:42])[C:37]=1[NH2:43]. (6) Given the product [S:30]([OH:34])([OH:33])(=[O:32])=[O:31].[CH:1]1([CH2:4][N:5]2[CH2:6][CH2:7][N:8]([C:11]3[CH:16]=[CH:15][CH:14]=[CH:13][C:12]=3[CH:17]3[CH2:18][C:19]([CH3:26])([CH3:25])[CH2:20][C:21]([CH3:24])([CH3:23])[CH2:22]3)[CH2:9][CH2:10]2)[CH2:3][CH2:2]1, predict the reactants needed to synthesize it. The reactants are: [CH:1]1([CH2:4][N:5]2[CH2:10][CH2:9][N:8]([C:11]3[CH:16]=[CH:15][CH:14]=[CH:13][C:12]=3[CH:17]3[CH2:22][C:21]([CH3:24])([CH3:23])[CH2:20][C:19]([CH3:26])([CH3:25])[CH2:18]3)[CH2:7][CH2:6]2)[CH2:3][CH2:2]1.C(O)C.[S:30](=[O:34])(=[O:33])([OH:32])[OH:31]. (7) Given the product [C:2]([O:6][C:7](=[O:8])[NH:9][C@H:10]([C:15](=[O:17])[NH:27][C:24]1[CH:25]=[CH:26][N:22]([CH2:21][C:20]([OH:19])([CH3:50])[CH3:52])[N:23]=1)[CH2:11][CH:12]([CH3:13])[CH3:14])([CH3:3])([CH3:4])[CH3:5], predict the reactants needed to synthesize it. The reactants are: O.[C:2]([O:6][C:7]([NH:9][C@H:10]([C:15]([OH:17])=O)[CH2:11][CH:12]([CH3:14])[CH3:13])=[O:8])([CH3:5])([CH3:4])[CH3:3].Cl.[OH:19][C@@H:20]([CH2:50]O)[CH2:21][N:22]1[CH:26]=[CH:25][C:24]([NH:27]C(=O)[C@@H](N2CC(OC3C=CC=C(Cl)C=3Cl)=CC2=O)CC(C)C)=[N:23]1.[CH:52](N(CC)C(C)C)(C)C.F[P-](F)(F)(F)(F)F.N1(O[P+](N(C)C)(N(C)C)N(C)C)C2C=CC=CC=2N=N1.